Predict the reaction yield, written as a fraction of the theoretical maximum amount of product (1.0 means a 100% yield; for example, 0.34 means a 34% yield). From a dataset of Reaction yield outcomes from USPTO patents with 853,638 reactions. The reactants are [H-].[Na+].[OH:3][C:4]1[CH:9]=[CH:8][N:7]=[CH:6][CH:5]=1.Br[CH2:11][CH2:12][CH2:13][O:14][CH:15]1[CH2:20][CH2:19][CH2:18][CH2:17][O:16]1. The catalyst is CN(C=O)C.O. The product is [O:16]1[CH2:17][CH2:18][CH2:19][CH2:20][CH:15]1[O:14][CH2:13][CH2:12][CH2:11][N:7]1[CH:8]=[CH:9][C:4](=[O:3])[CH:5]=[CH:6]1. The yield is 0.350.